This data is from Forward reaction prediction with 1.9M reactions from USPTO patents (1976-2016). The task is: Predict the product of the given reaction. (1) Given the reactants C([O:5][C:6]([C:8]1[N:13]=[C:12]([C:14]2[CH2:15][CH2:16][N:17]([CH3:20])[CH2:18][CH:19]=2)[CH:11]=[CH:10][CH:9]=1)=[O:7])(C)(C)C.[ClH:21], predict the reaction product. The product is: [ClH:21].[CH3:20][N:17]1[CH2:18][CH:19]=[C:14]([C:12]2[CH:11]=[CH:10][CH:9]=[C:8]([C:6]([OH:7])=[O:5])[N:13]=2)[CH2:15][CH2:16]1. (2) Given the reactants [C:1]([O:5][C:6]([N:8]1[CH2:15][CH2:14][C:11]2([CH2:13][CH2:12]2)[CH2:10][C@@H:9]1[C:16]([O:18]C)=[O:17])=[O:7])([CH3:4])([CH3:3])[CH3:2].[OH-].[Na+].Cl, predict the reaction product. The product is: [C:1]([O:5][C:6]([N:8]1[CH2:15][CH2:14][C:11]2([CH2:12][CH2:13]2)[CH2:10][C@@H:9]1[C:16]([OH:18])=[O:17])=[O:7])([CH3:4])([CH3:2])[CH3:3]. (3) Given the reactants [CH3:1][N:2]([CH2:7][C:8]1[N:9]([CH3:17])[C:10]2[C:15]([CH:16]=1)=[CH:14][CH:13]=[CH:12][CH:11]=2)[C:3](=[O:6])[CH:4]=[CH2:5].[C:18]1([NH:24][C:25]2[CH:30]=[CH:29][C:28](Br)=[CH:27][N:26]=2)[CH:23]=[CH:22][CH:21]=[CH:20][CH:19]=1.CCN(C(C)C)C(C)C.CC1C=CC=CC=1P(C1C=CC=CC=1C)C1C=CC=CC=1C, predict the reaction product. The product is: [CH3:1][N:2]([CH2:7][C:8]1[N:9]([CH3:17])[C:10]2[C:15]([CH:16]=1)=[CH:14][CH:13]=[CH:12][CH:11]=2)[C:3](=[O:6])/[CH:4]=[CH:5]/[C:28]1[CH:27]=[N:26][C:25]([NH:24][C:18]2[CH:23]=[CH:22][CH:21]=[CH:20][CH:19]=2)=[CH:30][CH:29]=1. (4) Given the reactants Cl.[NH2:2][C:3]([NH2:5])=[NH:4].C[O-].[Na+].[C:9](Cl)(=[O:16])[C:10]1[CH:15]=[CH:14][CH:13]=[CH:12][CH:11]=1, predict the reaction product. The product is: [C:3]([NH:5][C:9](=[O:16])[C:10]1[CH:15]=[CH:14][CH:13]=[CH:12][CH:11]=1)(=[NH:2])[NH2:4]. (5) Given the reactants CON(C)[C:4]([C:6]1[C:7]([NH2:15])=[N:8][C:9]([S:12][CH2:13][CH3:14])=[N:10][CH:11]=1)=[O:5].Br[C:18]1[CH:23]=[C:22]([F:24])[CH:21]=[CH:20][C:19]=1[C:25]([F:28])([F:27])[F:26], predict the reaction product. The product is: [NH2:15][C:7]1[C:6]([C:4]([C:20]2[CH:21]=[C:22]([F:24])[CH:23]=[CH:18][C:19]=2[C:25]([F:26])([F:27])[F:28])=[O:5])=[CH:11][N:10]=[C:9]([S:12][CH2:13][CH3:14])[N:8]=1. (6) Given the reactants [NH2:1][CH:2]1[C:8]2[CH:9]=[CH:10][CH2:11][CH2:12][C:7]=2[CH2:6][CH2:5][N:4]([CH3:13])[C:3]1=[O:14].[C:15]([OH:25])(=[O:24])[C@@H:16]([C:18]1[CH:23]=[CH:22][CH:21]=[CH:20][CH:19]=1)[OH:17].NC1C2C=CCCC=2CCN(C)C1=O.C(OC(C)C)(=O)C, predict the reaction product. The product is: [C:15]([OH:25])(=[O:24])[C@@H:16]([C:18]1[CH:23]=[CH:22][CH:21]=[CH:20][CH:19]=1)[OH:17].[NH2:1][C@H:2]1[C:8]2[CH:9]=[CH:10][CH2:11][CH2:12][C:7]=2[CH2:6][CH2:5][N:4]([CH3:13])[C:3]1=[O:14]. (7) Given the reactants [CH3:1][C:2]([O:5][C:6]([N:8]([CH2:10][C:11]1[S:15][C:14]([C:16]([O:18]C)=[O:17])=[CH:13][CH:12]=1)[CH3:9])=[O:7])([CH3:4])[CH3:3].[OH-].[Na+], predict the reaction product. The product is: [CH3:4][C:2]([O:5][C:6]([N:8]([CH2:10][C:11]1[S:15][C:14]([C:16]([OH:18])=[O:17])=[CH:13][CH:12]=1)[CH3:9])=[O:7])([CH3:1])[CH3:3].